From a dataset of Forward reaction prediction with 1.9M reactions from USPTO patents (1976-2016). Predict the product of the given reaction. (1) Given the reactants [CH:1]1([C:6](O)([CH2:23][C:24]2[O:25]C(C)(C)[O:27][C:28](=[O:30])[CH:29]=2)[C:7]#[C:8][C:9]2[C:14]([O:15][CH3:16])=[CH:13][C:12]([C:17]([CH3:21])([CH3:20])[C:18]#[N:19])=[C:11]([F:22])[CH:10]=2)[CH2:5][CH2:4][CH2:3][CH2:2]1.C1(C(O)(CC2OC(C)(C)OC(=O)C=2)C#CC2C=CC(C(C)(C)C#N)=C(F)C=2)CCCC1, predict the reaction product. The product is: [CH:1]1([C:6]2([CH2:7][CH2:8][C:9]3[C:14]([O:15][CH3:16])=[CH:13][C:12]([C:17]([CH3:20])([CH3:21])[C:18]#[N:19])=[C:11]([F:22])[CH:10]=3)[CH2:23][C:24]([OH:25])=[CH:29][C:28](=[O:27])[O:30]2)[CH2:2][CH2:3][CH2:4][CH2:5]1. (2) Given the reactants [CH2:1]([NH:5][C:6]1[C:7]2[S:15][CH:14]=[C:13]([CH3:16])[C:8]=2[N:9]=[C:10](Cl)[N:11]=1)[CH2:2][CH2:3][CH3:4].[CH2:17]([NH2:20])[CH:18]=[CH2:19].C(=O)([O-])O.[Na+], predict the reaction product. The product is: [CH2:17]([NH:20][C:10]1[N:11]=[C:6]([NH:5][CH2:1][CH2:2][CH2:3][CH3:4])[C:7]2[S:15][CH:14]=[C:13]([CH3:16])[C:8]=2[N:9]=1)[CH:18]=[CH2:19]. (3) Given the reactants [Br:1][C:2]1[CH:3]=[C:4]([CH:9]=[C:10]([Br:13])[C:11]=1[OH:12])[C:5](OC)=[O:6].O.[NH2:15][NH2:16], predict the reaction product. The product is: [Br:1][C:2]1[CH:3]=[C:4]([CH:9]=[C:10]([Br:13])[C:11]=1[OH:12])[C:5]([NH:15][NH2:16])=[O:6]. (4) Given the reactants [CH:1]([N:4]1[C:8]([CH:9]2[CH2:14][CH2:13][N:12]([CH:15]3[CH2:18][O:17][CH2:16]3)[CH2:11][CH2:10]2)=[CH:7][C:6]([C:19]2[CH:20]=[C:21]([C:26]([F:29])([F:28])[F:27])[C:22]([NH2:25])=[N:23][CH:24]=2)=[N:5]1)([CH3:3])[CH3:2].IC1C=C(C2CCN(CCOC)CC2)N(C(C)C)N=1, predict the reaction product. The product is: [CH:1]([N:4]1[C:8]([CH:9]2[CH2:14][CH2:13][N:12]([CH2:15][CH2:16][O:17][CH3:18])[CH2:11][CH2:10]2)=[CH:7][C:6]([C:19]2[CH:20]=[C:21]([C:26]([F:28])([F:29])[F:27])[C:22]([NH2:25])=[N:23][CH:24]=2)=[N:5]1)([CH3:3])[CH3:2]. (5) Given the reactants [OH:1][C:2]1[N:6]([C:7]2[CH:12]=[C:11]([C:13]#[N:14])[CH:10]=[CH:9][N:8]=2)[N:5]=[CH:4][CH:3]=1.[CH2:15]([C:17]1[CH:22]=[CH:21][C:20]([CH2:23]O)=[CH:19][CH:18]=1)[CH3:16], predict the reaction product. The product is: [CH2:15]([C:17]1[CH:22]=[CH:21][C:20]([CH2:23][O:1][C:2]2[N:6]([C:7]3[CH:12]=[C:11]([C:13]#[N:14])[CH:10]=[CH:9][N:8]=3)[N:5]=[CH:4][CH:3]=2)=[CH:19][CH:18]=1)[CH3:16]. (6) Given the reactants Br[C:2]1[CH:10]=[C:9]([F:11])[C:5]2[N:6]=[CH:7][S:8][C:4]=2[CH:3]=1.[CH3:12][O:13][C:14]1[CH:21]=[CH:20][C:17]([CH2:18][NH2:19])=[CH:16][CH:15]=1.CC1(C)C2C(=C(P(C3C=CC=CC=3)C3C=CC=CC=3)C=CC=2)OC2C(P(C3C=CC=CC=3)C3C=CC=CC=3)=CC=CC1=2.C([O-])([O-])=O.[Cs+].[Cs+].N#N, predict the reaction product. The product is: [F:11][C:9]1[C:5]2[N:6]=[CH:7][S:8][C:4]=2[CH:3]=[C:2]([NH:19][CH2:18][C:17]2[CH:20]=[CH:21][C:14]([O:13][CH3:12])=[CH:15][CH:16]=2)[CH:10]=1.